This data is from Full USPTO retrosynthesis dataset with 1.9M reactions from patents (1976-2016). The task is: Predict the reactants needed to synthesize the given product. (1) Given the product [F:1][C:2]1([F:25])[CH2:7][CH2:6][C:5]([CH2:9][NH:10][C:11]([C:13]2[C:14]3[CH:15]=[CH:16][C:17]([O:31][CH2:30][CH2:29][CH2:28][O:27][CH3:26])=[N:18][C:19]=3[CH:20]=[CH:21][C:22]=2[Cl:23])=[O:12])([OH:8])[CH2:4][CH2:3]1, predict the reactants needed to synthesize it. The reactants are: [F:1][C:2]1([F:25])[CH2:7][CH2:6][C:5]([CH2:9][NH:10][C:11]([C:13]2[C:14]3[CH:15]=[CH:16][C:17](Cl)=[N:18][C:19]=3[CH:20]=[CH:21][C:22]=2[Cl:23])=[O:12])([OH:8])[CH2:4][CH2:3]1.[CH3:26][O:27][CH2:28][CH2:29][CH2:30][OH:31]. (2) Given the product [NH2:1][C:2]1[N:10]=[C:9]2[C:5]([N:6]=[CH:7][N:8]2[CH2:11][CH2:12][CH2:13][N:14]=[N+:15]=[N-:16])=[C:4]([O:17][CH2:18][C:19]2[CH:20]=[CH:21][C:22]([CH2:23][NH2:24])=[CH:31][CH:32]=2)[N:3]=1, predict the reactants needed to synthesize it. The reactants are: [NH2:1][C:2]1[N:10]=[C:9]2[C:5]([N:6]=[CH:7][N:8]2[CH2:11][CH2:12][CH2:13][N:14]=[N+:15]=[N-:16])=[C:4]([O:17][CH2:18][C:19]2[CH:32]=[CH:31][C:22]([CH2:23][NH:24]C(=O)C(F)(F)F)=[CH:21][CH:20]=2)[N:3]=1.CN. (3) Given the product [F:2][C:3]([F:16])([F:15])[C:4]1[CH:9]=[C:8]([P:18]2(=[O:23])[CH2:22][CH:21]=[CH:20][CH2:19]2)[CH:7]=[C:6]([C:11]([F:14])([F:13])[F:12])[CH:5]=1, predict the reactants needed to synthesize it. The reactants are: [Mg].[F:2][C:3]([F:16])([F:15])[C:4]1[CH:9]=[C:8](Br)[CH:7]=[C:6]([C:11]([F:14])([F:13])[F:12])[CH:5]=1.Cl[P:18]1(=[O:23])[CH2:22][CH:21]=[CH:20][CH2:19]1. (4) Given the product [CH:7]([N:30]1[CH2:31][CH2:32][N:27]([C:37]([O:39][C:40]([CH3:43])([CH3:42])[CH3:41])=[O:38])[CH2:28][CH:29]1[C:33]([O:35][CH3:36])=[O:34])=[O:8], predict the reactants needed to synthesize it. The reactants are: FC1[C:7]([OH:8])=C(F)C(F)=C(F)C=1F.C(N=C=NCCCN(C)C)C.C(O)=O.[N:27]1([C:37]([O:39][C:40]([CH3:43])([CH3:42])[CH3:41])=[O:38])[CH2:32][CH2:31][NH:30][CH:29]([C:33]([O:35][CH3:36])=[O:34])[CH2:28]1.C(N(CC)CC)C.Cl. (5) Given the product [F:29][C:30]1[CH:36]=[CH:35][C:33]([NH:34][C:23](=[O:37])[CH2:24][C:6]2[C:5]3[C:9](=[CH:10][CH:11]=[C:3]([O:2][CH3:1])[CH:4]=3)[NH:8][C:7]=2[CH3:16])=[CH:32][CH:31]=1, predict the reactants needed to synthesize it. The reactants are: [CH3:1][O:2][C:3]1[CH:4]=[C:5]2[C:9](=[CH:10][CH:11]=1)[NH:8][C:7]([CH3:16])(CC(O)=O)[CH2:6]2.CCN=C=NC[CH2:23][CH2:24]N(C)C.Cl.[F:29][C:30]1[CH:36]=[CH:35][C:33]([NH2:34])=[CH:32][CH:31]=1.[OH2:37]. (6) Given the product [Br:32][CH2:1][C:2]1[C:11]2[C:6](=[CH:7][CH:8]=[CH:9][CH:10]=2)[C:5]([C:12]([NH:14][C:15]2[C:16]([C:21]([O:23][CH3:24])=[O:22])=[N:17][CH:18]=[CH:19][CH:20]=2)=[O:13])=[CH:4][CH:3]=1, predict the reactants needed to synthesize it. The reactants are: [CH3:1][C:2]1[C:11]2[C:6](=[CH:7][CH:8]=[CH:9][CH:10]=2)[C:5]([C:12]([NH:14][C:15]2[C:16]([C:21]([O:23][CH3:24])=[O:22])=[N:17][CH:18]=[CH:19][CH:20]=2)=[O:13])=[CH:4][CH:3]=1.C1C(=O)N([Br:32])C(=O)C1.N(C1(C#N)CCCCC1)=NC1(C#N)CCCCC1. (7) Given the product [NH2:38][C:39]([C:55]1[CH:64]=[CH:63][C:62]2[C:57](=[CH:58][CH:59]=[C:60]([O:69][C@H:70]3[CH2:71][CH2:72][C@H:73]([C:76]([CH3:79])([CH3:78])[CH3:77])[CH2:74][CH2:75]3)[C:61]=2[C:65]([F:68])([F:66])[F:67])[N:56]=1)([CH3:54])[CH2:40][O:41][P:42](=[O:43])([OH:44])[OH:49].[ClH:31], predict the reactants needed to synthesize it. The reactants are: NC(C1C=CC2C(=CC=C(O[C@H]3CC[C@H](C(C)(C)C)CC3)C=2)N=1)(C)COP(=O)(O)O.[ClH:31].C(OC(=O)[NH:38][C:39]([C:55]1[CH:64]=[CH:63][C:62]2[C:57](=[CH:58][CH:59]=[C:60]([O:69][C@H:70]3[CH2:75][CH2:74][C@H:73]([C:76]([CH3:79])([CH3:78])[CH3:77])[CH2:72][CH2:71]3)[C:61]=2[C:65]([F:68])([F:67])[F:66])[N:56]=1)([CH3:54])[CH2:40][O:41][P:42]([O:49]C(C)(C)C)([O:44]C(C)(C)C)=[O:43])(C)(C)C. (8) Given the product [OH:36][C@H:34]([CH3:35])[CH2:33][NH:32][C:28]([C:26]1[NH:27][C:23]([C:8]2[CH:9]=[C:10]([O:12][C:13]3[CH:14]=[CH:15][C:16]([S:19]([CH3:22])(=[O:20])=[O:21])=[CH:17][CH:18]=3)[CH:11]=[C:6]([O:5][C@@H:4]([CH3:31])[CH2:3][O:2][CH3:1])[CH:7]=2)=[CH:24][CH:25]=1)=[O:30], predict the reactants needed to synthesize it. The reactants are: [CH3:1][O:2][CH2:3][C@H:4]([CH3:31])[O:5][C:6]1[CH:7]=[C:8]([C:23]2[NH:27][C:26]([C:28]([OH:30])=O)=[CH:25][CH:24]=2)[CH:9]=[C:10]([O:12][C:13]2[CH:18]=[CH:17][C:16]([S:19]([CH3:22])(=[O:21])=[O:20])=[CH:15][CH:14]=2)[CH:11]=1.[NH2:32][CH2:33][CH:34]([OH:36])[CH3:35].CCN=C=NCCCN(C)C.Cl.Cl.